Task: Predict the reaction yield, written as a fraction of the theoretical maximum amount of product (1.0 means a 100% yield; for example, 0.34 means a 34% yield).. Dataset: Reaction yield outcomes from USPTO patents with 853,638 reactions (1) The reactants are C(NC(C)C)(C)C.C([Li])CCC.[CH2:13]([N:15]([CH2:18][N:19]1[CH2:24][CH2:23][CH2:22][CH2:21][C:20]1=[O:25])[CH2:16][CH3:17])[CH3:14].C([N-]C(C)C)(C)C.[Li+].C[O:35][C:36](=O)[C:37]1[CH:42]=[C:41]([CH3:43])[CH:40]=[N:39][CH:38]=1. The catalyst is O1CCCC1. The product is [CH2:13]([N:15]([CH2:18][N:19]1[CH2:24][CH2:23][CH2:22][C:21](=[C:36]([OH:35])[C:37]2[CH:38]=[N:39][CH:40]=[C:41]([CH3:43])[CH:42]=2)[C:20]1=[O:25])[CH2:16][CH3:17])[CH3:14]. The yield is 0.130. (2) The reactants are C[O:2][C:3]([C:5]1[CH:10]=[C:9]([CH3:11])[C:8]([Br:12])=[CH:7][N:6]=1)=O.[CH3:13][NH2:14]. The catalyst is [Al](C)(C)C. The product is [CH3:13][NH:14][C:3]([C:5]1[CH:10]=[C:9]([CH3:11])[C:8]([Br:12])=[CH:7][N:6]=1)=[O:2]. The yield is 0.650.